Predict the product of the given reaction. From a dataset of Forward reaction prediction with 1.9M reactions from USPTO patents (1976-2016). Given the reactants [NH2:1][C@@H:2]([CH2:27][CH:28]([CH3:30])[CH3:29])[C:3]([NH:5][C@@H:6]([CH2:18][O:19][CH2:20][C:21]1[CH:26]=[CH:25][CH:24]=[CH:23][CH:22]=1)[CH:7]([OH:17])[C:8]([NH:10][CH2:11][C:12]([O:14][CH2:15][CH3:16])=[O:13])=[O:9])=[O:4].[CH:31]1[CH:36]=[C:35]2[C:37]3[CH:44]=[CH:43][CH:42]=[C:41]([C:45](O)=[O:46])[C:38]=3[C:39](=[O:40])[C:34]2=[CH:33][CH:32]=1.CN(C(ON1N=NC2C=CC=CC1=2)=[N+](C)C)C.F[P-](F)(F)(F)(F)F.CCN(CC)CC, predict the reaction product. The product is: [CH2:20]([O:19][CH2:18][CH:6]([NH:5][C:3](=[O:4])[C@H:2]([NH:1][C:45]([C:41]1[C:38]2[C:39](=[O:40])[C:34]3[C:35](=[CH:36][CH:31]=[CH:32][CH:33]=3)[C:37]=2[CH:44]=[CH:43][CH:42]=1)=[O:46])[CH2:27][CH:28]([CH3:29])[CH3:30])[CH:7]([OH:17])[C:8]([NH:10][CH2:11][C:12]([O:14][CH2:15][CH3:16])=[O:13])=[O:9])[C:21]1[CH:22]=[CH:23][CH:24]=[CH:25][CH:26]=1.